From a dataset of HIV replication inhibition screening data with 41,000+ compounds from the AIDS Antiviral Screen. Binary Classification. Given a drug SMILES string, predict its activity (active/inactive) in a high-throughput screening assay against a specified biological target. (1) The result is 0 (inactive). The molecule is O=C(O)CSC1=NC(=O)C2(NN1)c1ccccc1-c1ccccc12. (2) The drug is CCN1CCN[Pd-2]12[n+]1ccccc1-c1cccc[n+]12.[O-][Cl+3]([O-])([O-])[O-]. The result is 0 (inactive). (3) The molecule is N#CC(C(=N)c1ccccc1)=C1SSC(=C(C#N)C(=N)c2ccccc2)S1. The result is 0 (inactive). (4) The compound is Cc1cc(Cl)ccc1NC1=NC(=O)C(CC(=O)Nc2ccc(Cl)cc2Cl)S1. The result is 0 (inactive). (5) The molecule is Cn1c(C(O)(Cc2ccccn2)Cc2ccccn2)cc2ccccc21. The result is 0 (inactive). (6) The compound is CCOC(=O)Cn1c2ccc(Br)cc2c2nc3ccccc3nc21. The result is 0 (inactive).